This data is from Full USPTO retrosynthesis dataset with 1.9M reactions from patents (1976-2016). The task is: Predict the reactants needed to synthesize the given product. (1) Given the product [Cl:1][C:2]1[CH:20]=[CH:19][C:5]([C:6]([N:8]([C:10]2[C:15]([CH3:16])=[CH:14][CH:13]=[CH:12][C:11]=2[O:17][CH3:18])[CH3:9])=[O:7])=[CH:4][C:3]=1[C:21]1[CH:22]=[N:23][C:24]([N:29]2[CH:33]=[CH:32][CH:31]=[N:30]2)=[CH:25][C:26]=1[CH3:27], predict the reactants needed to synthesize it. The reactants are: [Cl:1][C:2]1[CH:20]=[CH:19][C:5]([C:6]([N:8]([C:10]2[C:15]([CH3:16])=[CH:14][CH:13]=[CH:12][C:11]=2[O:17][CH3:18])[CH3:9])=[O:7])=[CH:4][C:3]=1[C:21]1[CH:22]=[N:23][C:24](Cl)=[CH:25][C:26]=1[CH3:27].[NH:29]1[CH:33]=[CH:32][CH:31]=[N:30]1.C([O-])([O-])=O.[K+].[K+].CNCCNC. (2) The reactants are: C(N(CC)C(C)C)(C)C.[N+:10]([C:13]1[CH:14]=[C:15]([C:19]2[CH2:24][CH2:23][CH2:22][CH2:21][C:20]=2[CH2:25]O)[CH:16]=[CH:17][CH:18]=1)([O-:12])=[O:11].CS([Cl:31])(=O)=O.O. Given the product [Cl:31][CH2:25][C:20]1[CH2:21][CH2:22][CH2:23][CH2:24][C:19]=1[C:15]1[CH:16]=[CH:17][CH:18]=[C:13]([N+:10]([O-:12])=[O:11])[CH:14]=1, predict the reactants needed to synthesize it. (3) Given the product [CH2:1]([O:8][CH2:9][C@H:10]1[CH2:15][CH2:14][C@H:13]2[C@H:16]3[C@H:26]([CH2:27][CH2:28][C@:11]12[CH3:12])[C@:24]1([CH3:25])[C@H:19]([CH2:20][C@@H:21]([OH:29])[CH2:22][CH2:23]1)[C@H:18]([O:33][CH3:34])[CH2:17]3)[C:2]1[CH:3]=[CH:4][CH:5]=[CH:6][CH:7]=1, predict the reactants needed to synthesize it. The reactants are: [CH2:1]([O:8][CH2:9][C@H:10]1[CH2:15][CH2:14][C@H:13]2[C@H:16]3[C@H:26]([CH2:27][CH2:28][C@:11]12[CH3:12])[C@:24]1([CH3:25])[C@H:19]([CH2:20][C@@H:21]([O:29]COC)[CH2:22][CH2:23]1)[C@H:18]([O:33][CH3:34])[CH2:17]3)[C:2]1[CH:7]=[CH:6][CH:5]=[CH:4][CH:3]=1.Cl.C([O-])(O)=O.[Na+]. (4) Given the product [CH3:2][O:3][C:4]1[CH:9]=[C:8]([CH3:10])[C:7]([S:11]([NH2:1])(=[O:13])=[O:12])=[C:6]([CH3:15])[C:5]=1[CH3:16], predict the reactants needed to synthesize it. The reactants are: [NH3:1].[CH3:2][O:3][C:4]1[CH:9]=[C:8]([CH3:10])[C:7]([S:11](Cl)(=[O:13])=[O:12])=[C:6]([CH3:15])[C:5]=1[CH3:16].C(Cl)Cl. (5) Given the product [CH:27]1([C:25]#[C:26][C:2]2[CH:3]=[C:4]3[C:8](=[CH:9][CH:10]=2)[N:7]([CH:11]2[CH2:16][CH2:15][CH2:14][CH2:13][O:12]2)[N:6]=[C:5]3[F:17])[CH2:29][CH2:28]1, predict the reactants needed to synthesize it. The reactants are: Br[C:2]1[CH:3]=[C:4]2[C:8](=[CH:9][CH:10]=1)[N:7]([CH:11]1[CH2:16][CH2:15][CH2:14][CH2:13][O:12]1)[N:6]=[C:5]2[F:17].C(N(CC)CC)C.[C:25]([CH:27]1[CH2:29][CH2:28]1)#[CH:26]. (6) Given the product [CH2:1]([N:8]1[CH2:9][CH:10]([CH2:22][O:23][C:24]([C:37]2[CH:38]=[CH:39][CH:40]=[CH:41][CH:42]=2)([C:31]2[CH:32]=[CH:33][CH:34]=[CH:35][CH:36]=2)[C:25]2[CH:26]=[CH:27][CH:28]=[CH:29][CH:30]=2)[CH:11]([C:14]2[CH:19]=[CH:18][C:17]([O:20][CH3:21])=[CH:16][CH:15]=2)[CH:12]([OH:44])[CH2:13]1)[C:2]1[CH:3]=[CH:4][CH:5]=[CH:6][CH:7]=1, predict the reactants needed to synthesize it. The reactants are: [CH2:1]([N:8]1[CH2:13][CH:12]=[C:11]([C:14]2[CH:19]=[CH:18][C:17]([O:20][CH3:21])=[CH:16][CH:15]=2)[CH:10]([CH2:22][O:23][C:24]([C:37]2[CH:42]=[CH:41][CH:40]=[CH:39][CH:38]=2)([C:31]2[CH:36]=[CH:35][CH:34]=[CH:33][CH:32]=2)[C:25]2[CH:30]=[CH:29][CH:28]=[CH:27][CH:26]=2)[CH2:9]1)[C:2]1[CH:7]=[CH:6][CH:5]=[CH:4][CH:3]=1.B.[O:44]1CCCC1.C([O-])([O-])=O.C([O-])([O-])=O.OO.OO.OO.[Na+].[Na+].[Na+].[Na+].